The task is: Predict the product of the given reaction.. This data is from Forward reaction prediction with 1.9M reactions from USPTO patents (1976-2016). (1) Given the reactants [CH3:1][O:2][C:3]1[CH:4]=[C:5]([C@H:11]([CH3:23])[C:12](N2[C@@H](C(C)C)COC2=O)=[O:13])[CH:6]=[C:7]([O:9][CH3:10])[CH:8]=1.[OH-:24].[Li+].CCCCCC, predict the reaction product. The product is: [CH3:10][O:9][C:7]1[CH:6]=[C:5]([C@H:11]([CH3:23])[C:12]([OH:13])=[O:24])[CH:4]=[C:3]([O:2][CH3:1])[CH:8]=1. (2) Given the reactants [CH2:1]([CH:3]([O:6][C:7]1[CH:15]=[CH:14][C:13]([N+:16]([O-:18])=[O:17])=[CH:12][C:8]=1[C:9]([OH:11])=[O:10])[CH2:4][CH3:5])[CH3:2].S(Cl)(Cl)=O.[CH3:23]O, predict the reaction product. The product is: [CH2:1]([CH:3]([O:6][C:7]1[CH:15]=[CH:14][C:13]([N+:16]([O-:18])=[O:17])=[CH:12][C:8]=1[C:9]([O:11][CH3:23])=[O:10])[CH2:4][CH3:5])[CH3:2].